From a dataset of Full USPTO retrosynthesis dataset with 1.9M reactions from patents (1976-2016). Predict the reactants needed to synthesize the given product. (1) Given the product [CH2:35]([O:36][C:37]([NH:38][C@H:61]1[CH2:62][O:50][C@H:49]([C:51]([OH:53])=[O:52])[CH2:54][CH2:55]1)=[O:1])[C:32]1[CH:31]=[CH:30][CH:29]=[CH:34][CH:33]=1, predict the reactants needed to synthesize it. The reactants are: [OH-:1].[Na+].ClC1C=C2C([C@@]3([C@@H](C4C=CN=C(Cl)C=4F)[C@H](C(N[C@H:29]4[CH2:34][CH2:33][C@H:32]([C:35]5[O:36][CH:37]=[N:38]N=5)[CH2:31][CH2:30]4)=O)NC43CCC(C)(C)CC4)C(=O)N2)=CC=1.C(O)(=O)C[C:49]([CH2:54][C:55](O)=O)([C:51]([OH:53])=[O:52])[OH:50].O1CC[CH2:62][CH2:61]1. (2) Given the product [CH:1]1([C:4]2[C:12]([C:22]([O:24][CH3:25])=[O:23])=[CH:11][C:7]([C:8]([OH:10])=[O:9])=[C:6]([CH2:14][CH3:15])[CH:5]=2)[CH2:3][CH2:2]1, predict the reactants needed to synthesize it. The reactants are: [CH:1]1([C:4]2[C:12](I)=[CH:11][C:7]([C:8]([OH:10])=[O:9])=[C:6]([CH2:14][CH3:15])[CH:5]=2)[CH2:3][CH2:2]1.C([Li])CCC.Cl[C:22]([O:24][CH3:25])=[O:23]. (3) Given the product [NH:1]1[C:5]2[CH:6]=[CH:7][C:8]([C:10]([N:12]3[CH2:17][CH2:16][CH2:15][C@@H:14]4[C:18]5[CH:19]=[C:20]([CH:25]6[CH2:26][CH2:27][O:28][CH2:29][CH2:30]6)[CH:21]=[CH:22][C:23]=5[CH2:24][C@H:13]34)=[O:11])=[CH:9][C:4]=2[N:3]=[CH:2]1, predict the reactants needed to synthesize it. The reactants are: [NH:1]1[C:5]2[CH:6]=[CH:7][C:8]([C:10]([N:12]3[CH2:17][CH2:16][CH2:15][CH:14]4[C:18]5[CH:19]=[C:20]([C:25]6[CH2:26][CH2:27][O:28][CH2:29][CH:30]=6)[CH:21]=[CH:22][C:23]=5[CH2:24][CH:13]34)=[O:11])=[CH:9][C:4]=2[N:3]=[CH:2]1. (4) Given the product [C:29]1([CH2:35][O:36][C:37]([NH:39][CH2:40][C:41]([N:2]2[CH2:7][CH2:6][CH2:5][CH2:4][C@@H:3]2[C:8]([O:10][CH3:11])=[O:9])=[O:42])=[O:38])[CH:30]=[CH:31][CH:32]=[CH:33][CH:34]=1, predict the reactants needed to synthesize it. The reactants are: Cl.[NH:2]1[CH2:7][CH2:6][CH2:5][CH2:4][C@@H:3]1[C:8]([O:10][CH3:11])=[O:9].C1C=CC2N(O)N=NC=2C=1.CN1CCOCC1.[C:29]1([CH2:35][O:36][C:37]([NH:39][CH2:40][C:41](O)=[O:42])=[O:38])[CH:34]=[CH:33][CH:32]=[CH:31][CH:30]=1.CCN=C=NCCCN(C)C.Cl.